This data is from Forward reaction prediction with 1.9M reactions from USPTO patents (1976-2016). The task is: Predict the product of the given reaction. Given the reactants [CH3:1][O:2][C:3]1[CH:8]=[CH:7][C:6]([NH:9][C:10]2[C:11]3[C:18]([CH3:19])=[CH:17][S:16][C:12]=3[N:13]=[CH:14][N:15]=2)=[CH:5][CH:4]=1.[CH3:20]I.[H-].[Na+], predict the reaction product. The product is: [CH3:1][O:2][C:3]1[CH:4]=[CH:5][C:6]([N:9]([CH3:20])[C:10]2[C:11]3[C:18]([CH3:19])=[CH:17][S:16][C:12]=3[N:13]=[CH:14][N:15]=2)=[CH:7][CH:8]=1.